From a dataset of Peptide-MHC class I binding affinity with 185,985 pairs from IEDB/IMGT. Regression. Given a peptide amino acid sequence and an MHC pseudo amino acid sequence, predict their binding affinity value. This is MHC class I binding data. (1) The peptide sequence is FLKEQGGL. The MHC is HLA-A24:02 with pseudo-sequence HLA-A24:02. The binding affinity (normalized) is 0. (2) The peptide sequence is YDSQGLPEELP. The MHC is HLA-A02:03 with pseudo-sequence HLA-A02:03. The binding affinity (normalized) is 0. (3) The peptide sequence is LFMSHVKSV. The MHC is HLA-A02:01 with pseudo-sequence HLA-A02:01. The binding affinity (normalized) is 0.310. (4) The peptide sequence is SVLCVKKFY. The MHC is HLA-A03:01 with pseudo-sequence HLA-A03:01. The binding affinity (normalized) is 0.123.